This data is from Reaction yield outcomes from USPTO patents with 853,638 reactions. The task is: Predict the reaction yield, written as a fraction of the theoretical maximum amount of product (1.0 means a 100% yield; for example, 0.34 means a 34% yield). The reactants are Br[C:2]1[CH:7]=[CH:6][CH:5]=[CH:4][N:3]=1.[Li]CCCC.Br[C:14]1[CH:15]=[C:16]([CH:19]=[CH:20][CH:21]=1)[CH:17]=[O:18].Cl. The catalyst is [Cl-].[Cl-].[Zn+2].C1C=CC([P]([Pd]([P](C2C=CC=CC=2)(C2C=CC=CC=2)C2C=CC=CC=2)([P](C2C=CC=CC=2)(C2C=CC=CC=2)C2C=CC=CC=2)[P](C2C=CC=CC=2)(C2C=CC=CC=2)C2C=CC=CC=2)(C2C=CC=CC=2)C2C=CC=CC=2)=CC=1.C1COCC1. The product is [N:3]1[CH:4]=[CH:5][CH:6]=[CH:7][C:2]=1[C:14]1[CH:15]=[C:16]([CH:19]=[CH:20][CH:21]=1)[CH:17]=[O:18]. The yield is 0.380.